The task is: Predict the reactants needed to synthesize the given product.. This data is from Full USPTO retrosynthesis dataset with 1.9M reactions from patents (1976-2016). (1) Given the product [C:11]([O:10][C:8]([NH:7][C@H:1]1[C@H:6]([CH:25]2[CH2:30][CH2:29][CH2:28][CH2:27][CH2:26]2)[CH2:5][CH2:4][N:3]([C:15]([O:17][CH2:18][C:19]2[CH:24]=[CH:23][CH:22]=[CH:21][CH:20]=2)=[O:16])[CH2:2]1)=[O:9])([CH3:14])([CH3:13])[CH3:12].[C:11]([O:10][C:8]([NH:7][C@H:6]1[CH2:5][CH2:4][N:3]([C:15]([O:17][CH2:18][C:19]2[CH:24]=[CH:23][CH:22]=[CH:21][CH:20]=2)=[O:16])[CH2:2][C@@H:1]1[CH:25]1[CH2:30][CH2:29][CH2:28][CH2:27][CH2:26]1)=[O:9])([CH3:14])([CH3:12])[CH3:13], predict the reactants needed to synthesize it. The reactants are: [C@H:1]12[N:7]([C:8]([O:10][C:11]([CH3:14])([CH3:13])[CH3:12])=[O:9])[C@H:6]1[CH2:5][CH2:4][N:3]([C:15]([O:17][CH2:18][C:19]1[CH:24]=[CH:23][CH:22]=[CH:21][CH:20]=1)=[O:16])[CH2:2]2.[CH:25]1([Mg]Br)[CH2:30][CH2:29][CH2:28][CH2:27][CH2:26]1.C1COCC1.[NH4+].[Cl-]. (2) Given the product [ClH:13].[Cl:13][C:14]1[C:23]2[C:18](=[CH:19][CH:20]=[CH:21][CH:22]=2)[C:17]([O:10][CH:9]2[CH2:8][N:7]([CH3:11])[CH2:6][C:5]3[O:12][C:2]([CH3:1])=[CH:3][C:4]2=3)=[CH:16][CH:15]=1, predict the reactants needed to synthesize it. The reactants are: [CH3:1][C:2]1[O:12][C:5]2[CH2:6][N:7]([CH3:11])[CH2:8][CH:9]([OH:10])[C:4]=2[CH:3]=1.[Cl:13][C:14]1[C:23]2[C:18](=[CH:19][CH:20]=[CH:21][CH:22]=2)[C:17](O)=[CH:16][CH:15]=1. (3) Given the product [C:1]([O:5][C:6]([N:8]1[CH2:17][CH2:16][C:15]2[C:10](=[CH:11][CH:12]=[C:13]([O:18][S:21]([C:20]([F:33])([F:32])[F:19])(=[O:23])=[O:22])[CH:14]=2)[CH2:9]1)=[O:7])([CH3:4])([CH3:2])[CH3:3], predict the reactants needed to synthesize it. The reactants are: [C:1]([O:5][C:6]([N:8]1[CH2:17][CH2:16][C:15]2[C:10](=[CH:11][CH:12]=[C:13]([OH:18])[CH:14]=2)[CH2:9]1)=[O:7])([CH3:4])([CH3:3])[CH3:2].[F:19][C:20]([F:33])([F:32])[S:21](O[S:21]([C:20]([F:33])([F:32])[F:19])(=[O:23])=[O:22])(=[O:23])=[O:22].O. (4) Given the product [C:28]1([CH3:31])[CH:27]=[CH:26][C:25]([N:17]([CH:14]2[CH2:13][CH2:12][N:11]([CH2:10][CH2:9][CH2:8][C:3]3[CH:4]=[CH:5][CH:6]=[CH:7][C:2]=3[NH:1][CH:35]([CH2:34][CH3:33])[C:36]([O:38][CH2:39][CH3:40])=[O:37])[CH2:16][CH2:15]2)[C:18]([C:20]2[O:21][CH:22]=[CH:23][CH:24]=2)=[O:19])=[CH:30][CH:29]=1, predict the reactants needed to synthesize it. The reactants are: [NH2:1][C:2]1[CH:7]=[CH:6][CH:5]=[CH:4][C:3]=1[CH2:8][CH2:9][CH2:10][N:11]1[CH2:16][CH2:15][CH:14]([N:17]([C:25]2[CH:30]=[CH:29][C:28]([CH3:31])=[CH:27][CH:26]=2)[C:18]([C:20]2[O:21][CH:22]=[CH:23][CH:24]=2)=[O:19])[CH2:13][CH2:12]1.Br[CH2:33][CH2:34][CH2:35][C:36]([O:38][CH2:39][CH3:40])=[O:37].C(NC(C)C)(C)C.C(OCC)(=O)C. (5) Given the product [CH3:1][O:2][C:3]1[CH:8]=[CH:7][C:6]([C:9]2[N:10]=[C:11]([CH2:22][C:23]([OH:25])=[O:24])[O:12][C:13]=2[C:14]2[CH:19]=[CH:18][C:17]([O:20][CH3:21])=[CH:16][CH:15]=2)=[CH:5][CH:4]=1, predict the reactants needed to synthesize it. The reactants are: [CH3:1][O:2][C:3]1[CH:8]=[CH:7][C:6]([C:9]2[N:10]=[C:11]([CH2:22][C:23]([O:25]CC)=[O:24])[O:12][C:13]=2[C:14]2[CH:19]=[CH:18][C:17]([O:20][CH3:21])=[CH:16][CH:15]=2)=[CH:5][CH:4]=1.[OH-].[Na+]. (6) Given the product [Cl:19][C:20]1[CH:21]=[CH:22][C:23]([C:26]2[CH:31]=[CH:30][CH:29]=[CH:28][C:27]=2[NH:32][C:8]([CH:7]2[CH2:6][N:5]([CH3:11])[N:4]=[C:3]2[CH:2]([F:12])[F:1])=[O:9])=[CH:24][CH:25]=1, predict the reactants needed to synthesize it. The reactants are: [F:1][CH:2]([F:12])[C:3]1[CH:7]([C:8](O)=[O:9])[CH2:6][N:5]([CH3:11])[N:4]=1.C(Cl)(=O)C(Cl)=O.[Cl:19][C:20]1[CH:25]=[CH:24][C:23]([C:26]2[CH:31]=[CH:30][CH:29]=[CH:28][C:27]=2[NH2:32])=[CH:22][CH:21]=1.C(N(CC)CC)C.